This data is from Reaction yield outcomes from USPTO patents with 853,638 reactions. The task is: Predict the reaction yield, written as a fraction of the theoretical maximum amount of product (1.0 means a 100% yield; for example, 0.34 means a 34% yield). (1) The reactants are C(OC(=O)[NH:7][C@H:8]1[CH2:13][CH2:12][CH2:11][N:10]([C:14]2[CH:19]=[CH:18][C:17]([NH:20][C:21]3[C:30]4[C:25](=[CH:26][CH:27]=[C:28]([C:31]5[CH:36]=[C:35]([F:37])[C:34]([OH:38])=[C:33]([Cl:39])[CH:32]=5)[N:29]=4)[N:24]=[CH:23][C:22]=3[C:40](=[O:43])[CH2:41][CH3:42])=[CH:16][N:15]=2)[CH2:9]1)(C)(C)C.C(O)(C(F)(F)F)=O. No catalyst specified. The product is [ClH:39].[ClH:39].[ClH:39].[NH2:7][C@H:8]1[CH2:13][CH2:12][CH2:11][N:10]([C:14]2[N:15]=[CH:16][C:17]([NH:20][C:21]3[C:30]4[C:25](=[CH:26][CH:27]=[C:28]([C:31]5[CH:36]=[C:35]([F:37])[C:34]([OH:38])=[C:33]([Cl:39])[CH:32]=5)[N:29]=4)[N:24]=[CH:23][C:22]=3[C:40](=[O:43])[CH2:41][CH3:42])=[CH:18][CH:19]=2)[CH2:9]1. The yield is 0.520. (2) The reactants are C(O[BH-](O[C:11](=[O:13])[CH3:12])OC(=O)C)(=O)C.[Na+].[F:15][C:16]([F:30])([F:29])[C:17]1[CH:18]=[C:19]([CH:22]=[C:23]([C:25]([F:28])([F:27])[F:26])[CH:24]=1)[CH:20]=O.C(O)(=O)C.[CH:35]([O:38][C:39]([N:41]1[C:50]2[C:45](=[N:46][C:47]([O:51][CH3:52])=[CH:48][CH:49]=2)[C@H:44]([NH2:53])[CH2:43][C@@H:42]1[CH2:54][CH3:55])=[O:40])([CH3:37])[CH3:36].[Cl-].[NH4+]. The catalyst is ClC(Cl)C. The product is [CH:35]([O:38][C:39]([N:41]1[C:50]2[C:45](=[N:46][C:47]([O:51][CH3:52])=[CH:48][CH:49]=2)[C@H:44]([N:53]([C:11](=[O:13])[CH3:12])[CH2:20][C:19]2[CH:18]=[C:17]([C:16]([F:30])([F:29])[F:15])[CH:24]=[C:23]([C:25]([F:28])([F:27])[F:26])[CH:22]=2)[CH2:43][C@@H:42]1[CH2:54][CH3:55])=[O:40])([CH3:37])[CH3:36]. The yield is 0.880. (3) The reactants are [CH3:1][O:2][C:3](=[O:13])[C:4]1[CH:9]=[C:8]([I:10])[C:7]([CH3:11])=[C:6]([NH2:12])[CH:5]=1.[N+:14]([O-])(OCCC(C)C)=O. The catalyst is C(O)(=O)C. The product is [CH3:1][O:2][C:3]([C:4]1[CH:5]=[C:6]2[C:7]([CH:11]=[N:14][NH:12]2)=[C:8]([I:10])[CH:9]=1)=[O:13]. The yield is 0.910.